Dataset: Full USPTO retrosynthesis dataset with 1.9M reactions from patents (1976-2016). Task: Predict the reactants needed to synthesize the given product. (1) Given the product [OH:2][CH2:1][C:3]1[C:4]([N:28]2[CH2:40][CH2:39][C:38]3[N:37]4[C:32]([CH2:33][CH2:34][CH2:35][CH2:36]4)=[CH:31][C:30]=3[C:29]2=[O:41])=[N:5][CH:6]=[CH:7][C:8]=1[C:9]1[CH:14]=[C:13]([NH:15][C:16]2[CH:25]=[C:19]3[CH2:20][N:21]([CH3:24])[CH2:22][CH2:23][N:18]3[N:17]=2)[C:12](=[O:26])[N:11]([CH3:27])[CH:10]=1, predict the reactants needed to synthesize it. The reactants are: [CH:1]([C:3]1[C:4]([N:28]2[CH2:40][CH2:39][C:38]3[N:37]4[C:32]([CH2:33][CH2:34][CH2:35][CH2:36]4)=[CH:31][C:30]=3[C:29]2=[O:41])=[N:5][CH:6]=[CH:7][C:8]=1[C:9]1[CH:14]=[C:13]([NH:15][C:16]2[CH:25]=[C:19]3[CH2:20][N:21]([CH3:24])[CH2:22][CH2:23][N:18]3[N:17]=2)[C:12](=[O:26])[N:11]([CH3:27])[CH:10]=1)=[O:2].[BH4-].[Na+]. (2) Given the product [F:1][C:2]1[CH:3]=[CH:4][C:5]([CH2:6][N:7]2[C:15]3[C:10](=[CH:11][C:12]([S:16]([CH3:19])(=[O:17])=[O:18])=[CH:13][CH:14]=3)[CH:9]=[C:8]2[C:20]2[O:21][N:29]=[C:27]([CH3:28])[N:22]=2)=[CH:23][CH:24]=1, predict the reactants needed to synthesize it. The reactants are: [F:1][C:2]1[CH:24]=[CH:23][C:5]([CH2:6][N:7]2[C:15]3[C:10](=[CH:11][C:12]([S:16]([CH3:19])(=[O:18])=[O:17])=[CH:13][CH:14]=3)[CH:9]=[C:8]2[C:20]([NH2:22])=[O:21])=[CH:4][CH:3]=1.CO[C:27](OC)([N:29](C)C)[CH3:28].